The task is: Predict the product of the given reaction.. This data is from Forward reaction prediction with 1.9M reactions from USPTO patents (1976-2016). (1) Given the reactants F[C:2]1[CH:7]=[C:6]([O:8][CH2:9][C:10]2[CH:15]=[CH:14][CH:13]=[CH:12][CH:11]=2)[CH:5]=[CH:4][C:3]=1[N+:16]([O-:18])=[O:17].[C:19]([N:26]1[CH2:31][CH2:30][NH:29][CH2:28][CH2:27]1)([O:21][C:22]([CH3:25])([CH3:24])[CH3:23])=[O:20].C(=O)([O-])[O-].[Cs+].[Cs+], predict the reaction product. The product is: [C:22]([O:21][C:19]([N:26]1[CH2:31][CH2:30][N:29]([C:2]2[CH:7]=[C:6]([O:8][CH2:9][C:10]3[CH:15]=[CH:14][CH:13]=[CH:12][CH:11]=3)[CH:5]=[CH:4][C:3]=2[N+:16]([O-:18])=[O:17])[CH2:28][CH2:27]1)=[O:20])([CH3:25])([CH3:23])[CH3:24]. (2) The product is: [C:15]([C:17]1[C:26]([C:3]2[CH:4]=[CH:5][C:6]([C:8]([O:10][CH3:11])=[O:9])=[CH:7][C:2]=2[F:1])=[N:25][C:24]([CH:35]2[CH2:36][CH2:37]2)=[C:23]2[C:18]=1[CH2:19][CH2:20][N:21]([C:38]([O:40][C:41]([CH3:44])([CH3:43])[CH3:42])=[O:39])[CH2:22]2)#[N:16]. Given the reactants [F:1][C:2]1[CH:7]=[C:6]([C:8]([O:10][CH3:11])=[O:9])[CH:5]=[CH:4][C:3]=1B(O)O.[C:15]([C:17]1[C:26](OS(C(F)(F)F)(=O)=O)=[N:25][C:24]([CH:35]2[CH2:37][CH2:36]2)=[C:23]2[C:18]=1[CH2:19][CH2:20][N:21]([C:38]([O:40][C:41]([CH3:44])([CH3:43])[CH3:42])=[O:39])[CH2:22]2)#[N:16].C(=O)([O-])[O-].[K+].[K+], predict the reaction product.